This data is from Forward reaction prediction with 1.9M reactions from USPTO patents (1976-2016). The task is: Predict the product of the given reaction. Given the reactants [CH3:1][C:2]1[CH:21]=[CH:20][CH:19]=[C:18]([CH3:22])[C:3]=1[CH2:4][O:5][C:6]1[CH:11]=[CH:10][C:9]([CH2:12][C:13]([O:15]CC)=[O:14])=[CH:8][CH:7]=1.[OH-].[Na+].Cl, predict the reaction product. The product is: [CH3:1][C:2]1[CH:21]=[CH:20][CH:19]=[C:18]([CH3:22])[C:3]=1[CH2:4][O:5][C:6]1[CH:7]=[CH:8][C:9]([CH2:12][C:13]([OH:15])=[O:14])=[CH:10][CH:11]=1.